This data is from Catalyst prediction with 721,799 reactions and 888 catalyst types from USPTO. The task is: Predict which catalyst facilitates the given reaction. Reactant: [SH:1][C:2]1[CH:3]=[C:4]([CH:10]=[CH:11][CH:12]=1)[C:5]([O:7][CH2:8][CH3:9])=[O:6].C1C(=O)N(Cl)C(=O)C1.[Cl:21][C:22]1[C:30]([F:31])=[C:29]2[C:25]([CH:26]=[CH:27][N:28]2[C:32]2[CH:33]=[N:34][N:35]([CH2:37][CH2:38][CH3:39])[CH:36]=2)=[CH:24][CH:23]=1. Product: [Cl:21][C:22]1[C:30]([F:31])=[C:29]2[C:25]([C:26]([S:1][C:2]3[CH:3]=[C:4]([CH:10]=[CH:11][CH:12]=3)[C:5]([O:7][CH2:8][CH3:9])=[O:6])=[CH:27][N:28]2[C:32]2[CH:33]=[N:34][N:35]([CH2:37][CH2:38][CH3:39])[CH:36]=2)=[CH:24][CH:23]=1. The catalyst class is: 34.